From a dataset of Experimentally validated miRNA-target interactions with 360,000+ pairs, plus equal number of negative samples. Binary Classification. Given a miRNA mature sequence and a target amino acid sequence, predict their likelihood of interaction. (1) The miRNA is mmu-miR-3104-3p with sequence ACGCUCUGCUUUGCUCCCCCAGA. The protein sequence of the target gene is MCHTSCSSGCQPACCAPSPCQPACCVPSSCQASCCVPVGCQSSVCVPVSFKPAVCLPVSCQSSVCVPMSFKSAVCVPVSCQSSVCVPVSCRPIVCAAPSCQSSLCVPVSCRPVVYAAPSCQSSGCCQPSCTSVLCRPISYSISSCC. Result: 0 (no interaction). (2) The miRNA is hsa-miR-6078 with sequence CCGCCUGAGCUAGCUGUGG. The protein sequence of the target gene is MSSIKIECVLPENCRCGESPVWEEVSNSLLFVDIPAKKVCRWDSFTKQVQRVTMDAPVSSVALRQSGGYVATIGTKFCALNWKEQSAVVLATVDNDKKNNRFNDGKVDPAGRYFAGTMAEETAPAVLERHQGALYSLFPDHHVKKYFDQVDISNGLDWSLDHKIFYYIDSLSYSVDAFDYDLQTGQISNRRSVYKLEKEEQIPDGMCIDAEGKLWVACYNGGRVIRLDPVTGKRLQTVKLPVDKTTSCCFGGKNYSEMYVTCARDGMDPEGLLRQPEAGGIFKITGLGVKGIAPYSYAG. Result: 0 (no interaction). (3) The miRNA is hsa-miR-2355-3p with sequence AUUGUCCUUGCUGUUUGGAGAU. The protein sequence of the target gene is MFHEEVPNSTHPQEQDCLPSQHANAYKDMPVGQENGGVSEAGECLSSTSCEYGPSTSAEACVLAATRRGPTLLHIDRHQIPAVEPSAQALELQGLGVDVYDQAVLEQGVLQQVDSAMHEASCVAQLADAEKEYQSVLDDLMSCTTSLRQINKIIEQLSPQAASNRDINRKLDSVKRQKYNKEQQLKKITAKQKRLQAILGGAGVQVELDHASLEEDDAEPGPSCLGSMLMPAQETAWEELIRTGQMTPFGTPAPQKQEKKPRKIMLNEASGFEKYLAEQAQLSFERKKQAATKRTAKKAI.... Result: 0 (no interaction). (4) The miRNA is mmu-miR-340-5p with sequence UUAUAAAGCAAUGAGACUGAUU. The protein sequence of the target gene is MSERAADDVRGEPRRAAGGAAAARQQQQQPQPLQPQRQHPPLRRPRAEDGGTGDTTTSAAAMATVGERRPLPSPEAMLGQSWNLWVEASKLPGKDGTELDESFKEFGKNREVMGLCREDMPIFGLCPAHDDFYLVVCNDCNQVVKPQAFQSHYERRHSSSSKPALAVPHTSVFSLLPSLSKSKGSGAGGSSRPPSGGVLCASSSSKLLRLPKEKLPLRGNMKPMHPVQQIKVPHGRVMTPSVKVEKMHPKMDGTLLKSTVGPACPATMSSAVKPGLNCPSIPKPTLPSPGQILNGKGLPA.... Result: 1 (interaction). (5) The miRNA is mmu-miR-694 with sequence CUGAAAAUGUUGCCUGAAG. The protein sequence of the target gene is MSKGILQVHPPICDCPGCRISSPVNRGRLADKRTVALPAARNLKKERTPSFSASDGDSDGSGPTCGRRPGLKQEDGPHIRIMKRRVHTHWDVNISFREASCSQDGNLPTLISSVHRSRHLVMPEHQSRCEFQRGSLEIGLRPAGDLLGKRLGRSPRISSDCFSEKRARSESPQEALLLPRELGPSMAPEDHYRRLVSALSEASTFEDPQRLYHLGLPSHGEDPPWHDPPHHLPSHDLLRVRQEVAAAALRGPSGLEAHLPSSTAGQRRKQGLAQHREGAAPAAAPSFSERELPQPPPLLS.... Result: 0 (no interaction). (6) The miRNA is hsa-miR-4653-3p with sequence UGGAGUUAAGGGUUGCUUGGAGA. The protein sequence of the target gene is MGAPAASLLLLLLLFACCWAPGGANLSQDDSQPWTSDETVVAGGTVVLKCQVKDHEDSSLQWSNPAQQTLYFGEKRALRDNRIQLVTSTPHELSISISNVALADEGEYTCSIFTMPVRTAKSLVTVLGIPQKPIITGYKSSLREKDTATLNCQSSGSKPAARLTWRKGDQELHGEPTRIQEDPNGKTFTVSSSVTFQVTREDDGASIVCSVNHESLKGADRSTSQRIEVLYTPTAMIRPDPPHPREGQKLLLHCEGRGNPVPQQYLWEKEGSVPPLKMTQESALIFPFLNKSDSGTYGCT.... Result: 0 (no interaction).